Dataset: Reaction yield outcomes from USPTO patents with 853,638 reactions. Task: Predict the reaction yield, written as a fraction of the theoretical maximum amount of product (1.0 means a 100% yield; for example, 0.34 means a 34% yield). (1) The reactants are [Cl:1][C:2]1[CH:3]=[C:4]([CH2:13][C:14]([OH:16])=[O:15])[CH:5]=[C:6]([O:8][C:9]([F:12])([F:11])[F:10])[CH:7]=1.C([O-])(O)=O.[Na+].[CH3:22][CH2:23]O. The catalyst is S(=O)(=O)(O)O. The product is [Cl:1][C:2]1[CH:3]=[C:4]([CH2:13][C:14]([O:16][CH2:22][CH3:23])=[O:15])[CH:5]=[C:6]([O:8][C:9]([F:12])([F:11])[F:10])[CH:7]=1. The yield is 0.960. (2) The reactants are [C:1]([O:5][C:6]([N:8]1[CH2:13][CH2:12][CH:11]([O:14][C:15]2[C:16]([CH3:25])=[C:17]([CH:21]=[C:22]([Cl:24])[CH:23]=2)[C:18]([OH:20])=O)[CH2:10][CH2:9]1)=[O:7])([CH3:4])([CH3:3])[CH3:2].Cl.[NH2:27][CH2:28][C:29]1[C:34](=[O:35])[CH:33]=[C:32]([CH3:36])[NH:31][C:30]=1[CH3:37].ON1C2N=CC=CC=2N=N1.C(Cl)CCl.CN1CCOCC1. The catalyst is CN(C)C=O. The product is [Cl:24][C:22]1[CH:21]=[C:17]([C:18](=[O:20])[NH:27][CH2:28][C:29]2[C:34](=[O:35])[CH:33]=[C:32]([CH3:36])[NH:31][C:30]=2[CH3:37])[C:16]([CH3:25])=[C:15]([CH:23]=1)[O:14][CH:11]1[CH2:12][CH2:13][N:8]([C:6]([O:5][C:1]([CH3:4])([CH3:2])[CH3:3])=[O:7])[CH2:9][CH2:10]1. The yield is 0.500. (3) The reactants are [CH3:1][C@H:2]1[CH2:6][CH2:5][N:4]([C:7]2[CH:12]=[CH:11][C:10]([N+:13]([O-])=O)=[C:9]([C:16]([F:19])([F:18])[F:17])[CH:8]=2)[CH2:3]1. The catalyst is [Pd]. The product is [CH3:1][C@H:2]1[CH2:6][CH2:5][N:4]([C:7]2[CH:12]=[CH:11][C:10]([NH2:13])=[C:9]([C:16]([F:19])([F:17])[F:18])[CH:8]=2)[CH2:3]1. The yield is 0.950. (4) The reactants are [CH2:1]1[O:3][C@H:2]1[CH2:4][OH:5].[NH:6]1[CH2:11][CH2:10][O:9][CH2:8][CH2:7]1. The catalyst is C(O)C. The product is [N:6]1([CH2:1][C@@H:2]([OH:3])[CH2:4][OH:5])[CH2:11][CH2:10][O:9][CH2:8][CH2:7]1. The yield is 1.02. (5) The reactants are C[O:2][C:3](=[O:34])/[C:4](/[CH3:33])=[CH:5]/[CH:6]1[CH2:11][CH:10]=[C:9]([C:12]#[C:13][C:14]2[CH:23]=[C:22]([O:24][CH3:25])[C:21]3[CH:20]([N:26]([CH:28]4[CH2:30][CH2:29]4)[CH3:27])[CH2:19][CH2:18][C:17]([CH3:32])([CH3:31])[C:16]=3[CH:15]=2)[CH:8]=[CH:7]1.C(OC(=O)/C(/C)=C/C1CC=C(C#CC2C=C(OC)C3C(N(C4CC4)C)CCC(C)(C)C=3C=2)C=C1)C.[OH-].[K+].Cl. The catalyst is CO.O1CCCC1. The product is [CH:28]1([N:26]([CH3:27])[CH:20]2[CH2:19][CH2:18][C:17]([CH3:32])([CH3:31])[C:16]3[CH:15]=[C:14]([C:13]#[C:12][C:9]4[CH:8]=[CH:7][CH:6](/[CH:5]=[C:4](\[CH3:33])/[C:3]([OH:34])=[O:2])[CH2:11][CH:10]=4)[CH:23]=[C:22]([O:24][CH3:25])[C:21]2=3)[CH2:30][CH2:29]1. The yield is 0.490. (6) The reactants are [Cl:1][C:2]1[CH:7]=[CH:6][CH:5]=[CH:4][C:3]=1[N:8]1[C:16](=[O:17])[C:15]2[C@H:14]3[C:18]([CH3:20])([CH3:19])[C@:11]([CH3:21])([CH2:12][CH2:13]3)[C:10]=2[NH:9]1.I[CH2:23][CH3:24]. The catalyst is CN1CCCC1.C(OCC)(=O)C. The product is [Cl:1][C:2]1[CH:7]=[CH:6][CH:5]=[CH:4][C:3]=1[N:8]1[C:16](=[O:17])[C:15]2[C@H:14]3[C:18]([CH3:20])([CH3:19])[C@:11]([CH3:21])([CH2:12][CH2:13]3)[C:10]=2[N:9]1[CH2:23][CH3:24]. The yield is 0.460. (7) The reactants are C(=O)([O-])[O-].[K+].[K+].[Cl:7][C:8]1[CH:15]=[C:14]([OH:16])[CH:13]=[CH:12][C:9]=1[C:10]#[N:11].[CH2:17](Br)[C:18]1[CH:23]=[CH:22][CH:21]=[CH:20][CH:19]=1. The catalyst is C(#N)C. The product is [CH2:17]([O:16][C:14]1[CH:13]=[CH:12][C:9]([C:10]#[N:11])=[C:8]([Cl:7])[CH:15]=1)[C:18]1[CH:23]=[CH:22][CH:21]=[CH:20][CH:19]=1. The yield is 0.990.